This data is from Reaction yield outcomes from USPTO patents with 853,638 reactions. The task is: Predict the reaction yield, written as a fraction of the theoretical maximum amount of product (1.0 means a 100% yield; for example, 0.34 means a 34% yield). (1) The reactants are [CH3:1][C:2]1[CH:7]=[CH:6][CH:5]=[C:4]([CH3:8])[C:3]=1[N+:9]([O-:11])=[O:10].S(=O)(=O)(O)O.C(O)(=O)C.[I:21]I. The catalyst is O. The product is [I:21][C:5]1[CH:6]=[CH:7][C:2]([CH3:1])=[C:3]([N+:9]([O-:11])=[O:10])[C:4]=1[CH3:8]. The yield is 0.950. (2) The catalyst is C(OCC)(=O)C.C(O)C.CO.C(Cl)Cl.[Pt]. The product is [C:15]([C:7]1[CH:8]=[C:9]([CH:10]=[CH:11][C:6]=1[O:5][CH2:4][C:3]1[CH:21]=[CH:22][CH:23]=[CH:24][C:2]=1[F:1])[NH2:12])#[CH:16]. The reactants are [F:1][C:2]1[CH:24]=[CH:23][CH:22]=[CH:21][C:3]=1[CH2:4][O:5][C:6]1[CH:11]=[CH:10][C:9]([N+:12]([O-])=O)=[CH:8][C:7]=1[C:15]#[C:16][Si](C)(C)C.C(=O)([O-])[O-].[K+].[K+]. The yield is 0.620. (3) The reactants are [OH:1]/[N:2]=[C:3](\[NH2:22])/[C:4]1[CH:9]=[CH:8][C:7]([CH3:10])=[C:6]([CH2:11][CH2:12][CH2:13][CH2:14][CH2:15][CH2:16][CH2:17][CH2:18][CH2:19][CH2:20][CH3:21])[CH:5]=1.[C:23]([C:25]1([C:28](O)=[O:29])[CH2:27][CH2:26]1)#[N:24]. No catalyst specified. The product is [C:23]([C:25]1([C:28]([O:1]/[N:2]=[C:3](\[NH2:22])/[C:4]2[CH:9]=[CH:8][C:7]([CH3:10])=[C:6]([CH2:11][CH2:12][CH2:13][CH2:14][CH2:15][CH2:16][CH2:17][CH2:18][CH2:19][CH2:20][CH3:21])[CH:5]=2)=[O:29])[CH2:27][CH2:26]1)#[N:24]. The yield is 0.650. (4) The reactants are [Br:1][C:2]1[CH:3]=[CH:4][C:5]([OH:11])=[C:6]([C:8](=[O:10])[CH3:9])[CH:7]=1.C([O-])([O-])=O.[K+].[K+].[CH2:18]([O:20][C:21](=[O:24])[CH2:22]Br)[CH3:19]. The catalyst is CN(C=O)C. The product is [CH2:18]([O:20][C:21](=[O:24])[CH2:22][O:11][C:5]1[CH:4]=[CH:3][C:2]([Br:1])=[CH:7][C:6]=1[C:8](=[O:10])[CH3:9])[CH3:19]. The yield is 0.970. (5) The reactants are [NH2:1][C:2]([C@:4]1([CH3:23])[CH2:8][CH2:7][C@H:6]([C:9]2[CH:14]=[CH:13][C:12]([OH:15])=[CH:11][CH:10]=2)[N:5]1[C:16]([O:18][C:19]([CH3:22])([CH3:21])[CH3:20])=[O:17])=[O:3].C(=O)([O-])[O-].[K+].[K+].Br[CH2:31][C:32]1[CH:37]=[CH:36][CH:35]=[CH:34][C:33]=1[F:38].C(OCC)(=O)C. The catalyst is C(#N)C.O. The product is [NH2:1][C:2]([C@:4]1([CH3:23])[CH2:8][CH2:7][C@H:6]([C:9]2[CH:14]=[CH:13][C:12]([O:15][CH2:31][C:32]3[CH:37]=[CH:36][CH:35]=[CH:34][C:33]=3[F:38])=[CH:11][CH:10]=2)[N:5]1[C:16]([O:18][C:19]([CH3:22])([CH3:21])[CH3:20])=[O:17])=[O:3]. The yield is 0.720.